Dataset: Forward reaction prediction with 1.9M reactions from USPTO patents (1976-2016). Task: Predict the product of the given reaction. (1) Given the reactants Br[C:2]1[C:6]([Br:7])=[CH:5][S:4][CH:3]=1.[CH3:8][Si:9]([CH3:16])([CH3:15])[O:10][C:11]#[C:12][CH2:13][CH3:14], predict the reaction product. The product is: [Br:7][C:6]1[C:2]([C:14]#[C:13][CH2:12][CH2:11][O:10][Si:9]([CH3:16])([CH3:15])[CH3:8])=[CH:3][S:4][CH:5]=1. (2) Given the reactants [CH2:1]([NH:3][C:4]([NH:6][C:7]1[N:12]=[CH:11][C:10]([C:13]2[CH:14]=[N:15][CH:16]=[C:17]([C:19]3[O:20][C:21](=[O:24])[NH:22][N:23]=3)[CH:18]=2)=[C:9]([C:25]2[S:26][CH:27]=[C:28]([C:30]([F:33])([F:32])[F:31])[N:29]=2)[CH:8]=1)=[O:5])[CH3:2].[NH:34]1[CH2:37][CH:36]([OH:38])[CH2:35]1, predict the reaction product. The product is: [CH2:1]([NH:3][C:4]([NH:6][C:7]1[N:12]=[CH:11][C:10]([C:13]2[CH:14]=[N:15][CH:16]=[C:17]([C:19]([NH:23][NH:22][C:21]([N:34]3[CH2:37][CH:36]([OH:38])[CH2:35]3)=[O:24])=[O:20])[CH:18]=2)=[C:9]([C:25]2[S:26][CH:27]=[C:28]([C:30]([F:32])([F:33])[F:31])[N:29]=2)[CH:8]=1)=[O:5])[CH3:2]. (3) Given the reactants [CH2:1]([N:8]1[CH2:13][CH2:12][O:11][CH:10]([C:14]([C:25]2[CH:30]=[CH:29][CH:28]=[CH:27][CH:26]=2)([OH:24])[CH2:15][C:16]2[C:21](F)=[CH:20][CH:19]=[CH:18][C:17]=2[Cl:23])[CH2:9]1)[C:2]1[CH:7]=[CH:6][CH:5]=[CH:4][CH:3]=1.[Cl:31]C1C=CC(Cl)=CC=1C[Mg]Cl, predict the reaction product. The product is: [CH2:1]([N:8]1[CH2:13][CH2:12][O:11][CH:10]([C:14]([C:25]2[CH:30]=[CH:29][CH:28]=[CH:27][CH:26]=2)([OH:24])[CH2:15][C:16]2[CH:21]=[C:20]([Cl:31])[CH:19]=[CH:18][C:17]=2[Cl:23])[CH2:9]1)[C:2]1[CH:7]=[CH:6][CH:5]=[CH:4][CH:3]=1. (4) The product is: [C:14]([O:13][C:11]([N:8]1[CH2:9][CH2:10][C:5]([NH:18][S:19]([C:22]2[CH:27]=[CH:26][C:25]([C:28]3[CH:29]=[CH:30][C:31]([O:34][CH3:35])=[CH:32][CH:33]=3)=[CH:24][CH:23]=2)(=[O:21])=[O:20])([C:3]([OH:4])=[O:2])[CH2:6][CH2:7]1)=[O:12])([CH3:17])([CH3:16])[CH3:15]. Given the reactants C[O:2][C:3]([C:5]1([NH:18][S:19]([C:22]2[CH:27]=[CH:26][C:25]([C:28]3[CH:33]=[CH:32][C:31]([O:34][CH3:35])=[CH:30][CH:29]=3)=[CH:24][CH:23]=2)(=[O:21])=[O:20])[CH2:10][CH2:9][N:8]([C:11]([O:13][C:14]([CH3:17])([CH3:16])[CH3:15])=[O:12])[CH2:7][CH2:6]1)=[O:4].COC(C1(N)CCN(C(OC(C)(C)C)=O)CC1)=O.C(N(CC)CC)C.COC1C=C(S(Cl)(=O)=O)C(C2C=CC=CC=2)=CC=1, predict the reaction product. (5) Given the reactants [CH3:1][N:2]1[CH2:7][CH2:6][N:5]([C:8]2[CH:16]=[CH:15][C:11]([C:12]([OH:14])=O)=[CH:10][CH:9]=2)[CH2:4][CH2:3]1.CCN=C=NCCCN(C)C.C(N(CC)CC)C.[NH2:35][CH2:36][CH2:37][C:38]1[CH:43]=[CH:42][C:41]([O:44][C:45](=[O:54])[N:46]([CH3:53])[C:47]2[CH:52]=[CH:51][CH:50]=[CH:49][CH:48]=2)=[CH:40][CH:39]=1.C(O)(C(F)(F)F)=O.C(Cl)[Cl:63], predict the reaction product. The product is: [CH3:1][N:2]1[CH2:3][CH2:4][N:5]([C:8]2[CH:9]=[CH:10][C:11]([C:12]([NH:35][CH2:36][CH2:37][C:38]3[CH:39]=[CH:40][C:41]([O:44][C:45](=[O:54])[N:46]([CH3:53])[C:47]4[CH:48]=[CH:49][CH:50]=[CH:51][CH:52]=4)=[CH:42][CH:43]=3)=[O:14])=[CH:15][CH:16]=2)[CH2:6][CH2:7]1.[ClH:63].